From a dataset of Reaction yield outcomes from USPTO patents with 853,638 reactions. Predict the reaction yield, written as a fraction of the theoretical maximum amount of product (1.0 means a 100% yield; for example, 0.34 means a 34% yield). (1) The reactants are [CH3:1][O:2][C:3](=[O:25])[CH2:4][CH2:5][C@H:6]([NH:10][C:11]([C:13]1[CH:18]=[CH:17][C:16]([C:19]2[CH:24]=[CH:23][CH:22]=[CH:21][CH:20]=2)=[CH:15][CH:14]=1)=[O:12])[C:7](O)=[O:8].[CH3:26][S:27]([N:30]1[CH2:35][CH2:34][NH:33][CH2:32][CH2:31]1)(=[O:29])=[O:28]. No catalyst specified. The product is [CH3:26][S:27]([N:30]1[CH2:35][CH2:34][N:33]([C:7](=[O:8])[C@@H:6]([NH:10][C:11]([C:13]2[CH:14]=[CH:15][C:16]([C:19]3[CH:24]=[CH:23][CH:22]=[CH:21][CH:20]=3)=[CH:17][CH:18]=2)=[O:12])[CH2:5][CH2:4][C:3]([O:2][CH3:1])=[O:25])[CH2:32][CH2:31]1)(=[O:29])=[O:28]. The yield is 0.880. (2) The reactants are [CH2:1]([O:3][C:4]([C@@H:6]1[CH2:8][C@H:7]1[C:9]1[CH:14]=[CH:13][C:12]([NH2:15])=[CH:11][CH:10]=1)=[O:5])[CH3:2].[Cl:16][C:17]1[CH:18]=[C:19]([CH:29]=[CH:30][C:31]=1[Cl:32])[O:20][C:21]1[CH:22]=[C:23]([CH:26]=[CH:27][CH:28]=1)[CH:24]=O.C(O[BH-](OC(=O)C)OC(=O)C)(=O)C.[Na+].O. The catalyst is ClC(Cl)C. The product is [CH2:1]([O:3][C:4]([C@@H:6]1[CH2:8][C@H:7]1[C:9]1[CH:10]=[CH:11][C:12]([NH:15][CH2:24][C:23]2[CH:26]=[CH:27][CH:28]=[C:21]([O:20][C:19]3[CH:29]=[CH:30][C:31]([Cl:32])=[C:17]([Cl:16])[CH:18]=3)[CH:22]=2)=[CH:13][CH:14]=1)=[O:5])[CH3:2]. The yield is 0.850. (3) The reactants are [Si:1]([NH:8][C:9]1[N:10]=[C:11]([Cl:18])[C:12]2[CH:17]=[CH:16][NH:15][C:13]=2[N:14]=1)([C:4]([CH3:7])([CH3:6])[CH3:5])([CH3:3])[CH3:2].I[CH:20]([CH3:22])[CH3:21].C([O-])([O-])=O.[K+].[K+].O. The catalyst is CN(C=O)C. The product is [Si:1]([NH:8][C:9]1[N:10]=[C:11]([Cl:18])[C:12]2[CH:17]=[CH:16][N:15]([CH:20]([CH3:22])[CH3:21])[C:13]=2[N:14]=1)([C:4]([CH3:7])([CH3:5])[CH3:6])([CH3:3])[CH3:2]. The yield is 1.00. (4) The reactants are [Cl:1][CH2:2][C:3](Cl)=[O:4].[N:6]1[CH:11]=[CH:10][CH:9]=[N:8][C:7]=1[C:12]1[CH:13]=[CH:14][C:15]([C:18]2[CH2:19][CH2:20][NH:21][CH2:22][CH:23]=2)=[N:16][CH:17]=1.C(N(CC)CC)C.C([O-])(O)=O.[Na+]. The catalyst is C(Cl)Cl. The product is [Cl:1][CH2:2][C:3]([N:21]1[CH2:22][CH:23]=[C:18]([C:15]2[CH:14]=[CH:13][C:12]([C:7]3[N:6]=[CH:11][CH:10]=[CH:9][N:8]=3)=[CH:17][N:16]=2)[CH2:19][CH2:20]1)=[O:4]. The yield is 1.00.